Task: Predict the product of the given reaction.. Dataset: Forward reaction prediction with 1.9M reactions from USPTO patents (1976-2016) (1) Given the reactants [CH3:1][O:2][CH:3]=[CH:4][C:5]1[CH:27]=[CH:26][C:8]2[C:9]([CH2:12][CH2:13][C:14]3[N:15]=[C:16]([C:20]4[CH:25]=[CH:24][CH:23]=[CH:22][CH:21]=4)[O:17][C:18]=3[CH3:19])=[N:10][O:11][C:7]=2[CH:6]=1.O.[C:29]1(C)C=CC(S(O)(=O)=O)=CC=1.[CH2:40]([OH:42])[CH3:41], predict the reaction product. The product is: [CH2:1]([O:2][CH:3]([O:42][CH2:40][CH3:41])[CH2:4][C:5]1[CH:27]=[CH:26][C:8]2[C:9]([CH2:12][CH2:13][C:14]3[N:15]=[C:16]([C:20]4[CH:25]=[CH:24][CH:23]=[CH:22][CH:21]=4)[O:17][C:18]=3[CH3:19])=[N:10][O:11][C:7]=2[CH:6]=1)[CH3:29]. (2) Given the reactants [H-].[Na+].[CH2:3]([C:10]1[C:14]2[C:15]([O:19][CH2:20][C:21]3[CH:26]=[CH:25][C:24]([Cl:27])=[CH:23][CH:22]=3)=[N:16][CH:17]=[CH:18][C:13]=2[NH:12][C:11]=1[CH3:28])[C:4]1[CH:9]=[CH:8][CH:7]=[CH:6][CH:5]=1.I[CH3:30], predict the reaction product. The product is: [ClH:27].[CH2:3]([C:10]1[C:14]2[C:15]([O:19][CH2:20][C:21]3[CH:22]=[CH:23][C:24]([Cl:27])=[CH:25][CH:26]=3)=[N:16][CH:17]=[CH:18][C:13]=2[N:12]([CH3:30])[C:11]=1[CH3:28])[C:4]1[CH:5]=[CH:6][CH:7]=[CH:8][CH:9]=1. (3) Given the reactants Br[C:2]1[CH:3]=[C:4]2[C:8](=[CH:9][C:10]=1[N+:11]([O-:13])=[O:12])[N:7]([CH2:14][O:15][CH2:16][CH2:17][Si:18]([CH3:21])([CH3:20])[CH3:19])[N:6]=[CH:5]2.CC1(C)C(C)(C)OB([C:30]2[CH:31]=[C:32]3[C:36](=[CH:37][CH:38]=2)[CH2:35][N:34]([C:39]([O:41][C:42]([CH3:45])(C)C)=[O:40])[CH2:33]3)O1.C(Cl)Cl.C([O-])([O-])=O.[K+].[K+].[C:56](OCC)(=O)[CH3:57], predict the reaction product. The product is: [N+:11]([C:10]1[CH:9]=[C:8]2[C:4]([CH:5]=[N:6][N:7]2[CH2:14][O:15][CH2:16][CH2:17][Si:18]([CH3:21])([CH3:20])[CH3:19])=[CH:3][C:2]=1[C:38]1[CH:37]=[C:36]2[C:32](=[CH:31][CH:30]=1)[CH2:33][N:34]([C:39]([O:41][CH2:42][CH2:45][CH2:56][CH3:57])=[O:40])[CH2:35]2)([O-:13])=[O:12]. (4) Given the reactants C(OC([N:8]1[C:16]2[C:11](=[CH:12][CH:13]=[CH:14][CH:15]=2)[CH:10]=[C:9]1[C:17]1[N:22]=[C:21]([NH:23][C:24]2[CH:32]=[CH:31][C:27]([C:28](O)=[O:29])=[CH:26][C:25]=2[O:33][CH3:34])[CH:20]=[N:19][CH:18]=1)=O)(C)(C)C.[CH2:35]1[C:39]2([CH2:44][CH2:43][CH2:42][N:41](C(OC(C)(C)C)=O)[CH2:40]2)[CH2:38][CH2:37][NH:36]1.CN(C(ON1N=NC2C=CC=CC1=2)=[N+](C)C)C.[B-](F)(F)(F)F.[ClH:74].CCOCC, predict the reaction product. The product is: [ClH:74].[ClH:74].[CH2:35]1[C:39]2([CH2:44][CH2:43][CH2:42][NH:41][CH2:40]2)[CH2:38][CH2:37][N:36]1[C:28]([C:27]1[CH:31]=[CH:32][C:24]([NH:23][C:21]2[CH:20]=[N:19][CH:18]=[C:17]([C:9]3[NH:8][C:16]4[C:11]([CH:10]=3)=[CH:12][CH:13]=[CH:14][CH:15]=4)[N:22]=2)=[C:25]([O:33][CH3:34])[CH:26]=1)=[O:29]. (5) Given the reactants Br[C:2]1[CH:7]=[CH:6][C:5]([N:8]2[C:12]3=[N:13][CH:14]=[N:15][CH:16]=[C:11]3[CH:10]=[N:9]2)=[CH:4][CH:3]=1.[CH3:17][C:18]1([CH3:34])[C:22]([CH3:24])([CH3:23])[O:21][B:20]([B:20]2[O:21][C:22]([CH3:24])([CH3:23])[C:18]([CH3:34])([CH3:17])[O:19]2)[O:19]1.C([O-])(=O)C.[K+], predict the reaction product. The product is: [CH3:17][C:18]1([CH3:34])[C:22]([CH3:24])([CH3:23])[O:21][B:20]([C:2]2[CH:7]=[CH:6][C:5]([N:8]3[C:12]4=[N:13][CH:14]=[N:15][CH:16]=[C:11]4[CH:10]=[N:9]3)=[CH:4][CH:3]=2)[O:19]1. (6) The product is: [N:38]1([C:27]2[N:26]=[C:25]([NH:24][CH2:23][C:20]3[CH:19]=[CH:18][C:17]([NH:16][C:14]([CH:11]4[CH2:10][CH2:9][N:8]([CH2:1][C:2]5[CH:7]=[CH:6][CH:5]=[CH:4][CH:3]=5)[CH2:13][CH2:12]4)=[O:15])=[CH:22][CH:21]=3)[C:34]3[C:29](=[CH:30][C:31]([CH3:35])=[CH:32][CH:33]=3)[N:28]=2)[CH2:41][CH2:40][CH2:39]1. Given the reactants [CH2:1]([N:8]1[CH2:13][CH2:12][CH:11]([C:14]([NH:16][C:17]2[CH:22]=[CH:21][C:20]([CH2:23][NH:24][C:25]3[C:34]4[C:29](=[CH:30][C:31]([CH3:35])=[CH:32][CH:33]=4)[N:28]=[C:27](Cl)[N:26]=3)=[CH:19][CH:18]=2)=[O:15])[CH2:10][CH2:9]1)[C:2]1[CH:7]=[CH:6][CH:5]=[CH:4][CH:3]=1.Cl.[NH:38]1[CH2:41][CH2:40][CH2:39]1, predict the reaction product. (7) The product is: [Cl:1][C:2]1[CH:7]=[CH:6][C:5]([S:8]([NH:12][C:13]2[CH:22]=[C:21]3[C:16]([CH2:17][CH2:18][N:19]([C:23]4[CH:24]=[CH:25][CH:26]=[C:27]5[C:31]=4[C:30](=[O:32])[N:29]([CH2:33][CH2:34][C:35]4[CH:44]=[CH:43][C:42]6[C:37](=[CH:38][CH:39]=[CH:40][CH:41]=6)[N:36]=4)[CH2:28]5)[CH2:20]3)=[CH:15][CH:14]=2)(=[O:10])=[O:9])=[CH:4][CH:3]=1. Given the reactants [Cl:1][C:2]1[CH:7]=[CH:6][C:5]([S:8](Cl)(=[O:10])=[O:9])=[CH:4][CH:3]=1.[NH2:12][C:13]1[CH:22]=[C:21]2[C:16]([CH2:17][CH2:18][N:19]([C:23]3[CH:24]=[CH:25][CH:26]=[C:27]4[C:31]=3[C:30](=[O:32])[N:29]([CH2:33][CH2:34][C:35]3[CH:44]=[CH:43][C:42]5[C:37](=[CH:38][CH:39]=[CH:40][CH:41]=5)[N:36]=3)[CH2:28]4)[CH2:20]2)=[CH:15][CH:14]=1.C([O-])(O)=O.[Na+], predict the reaction product. (8) Given the reactants [CH3:1]N1CCCC1=O.[CH2:8]([O:10][C:11](=[O:20])[C:12]1[CH:17]=[CH:16][C:15](Cl)=[N:14][C:13]=1[NH2:19])[CH3:9].C[Sn](C)(C)C, predict the reaction product. The product is: [CH2:8]([O:10][C:11](=[O:20])[C:12]1[CH:17]=[CH:16][C:15]([CH3:1])=[N:14][C:13]=1[NH2:19])[CH3:9]. (9) Given the reactants Br[CH2:2][CH2:3][CH2:4][S:5]([CH3:8])(=[O:7])=[O:6].[CH3:9][NH:10][CH3:11], predict the reaction product. The product is: [CH3:8][S:5]([CH2:4][CH2:3][CH2:2][N:10]([CH3:11])[CH3:9])(=[O:7])=[O:6].